Dataset: Catalyst prediction with 721,799 reactions and 888 catalyst types from USPTO. Task: Predict which catalyst facilitates the given reaction. (1) Reactant: [Cl:1][C:2]1[C:3]([O:9][C:10]2[CH:15]=[C:14]([O:16][CH2:17][CH2:18][O:19][CH3:20])[CH:13]=[CH:12][C:11]=2[CH2:21][CH2:22][CH2:23][OH:24])=[N:4][CH:5]=[C:6]([Cl:8])[CH:7]=1.Cl[S:26]([N:29]=[C:30]=[O:31])(=[O:28])=[O:27].N1C=CC=CC=1.[NH2:38][CH2:39][CH2:40][C:41]1[CH:46]=[CH:45][CH:44]=[CH:43][N:42]=1. Product: [N:42]1[CH:43]=[CH:44][CH:45]=[CH:46][C:41]=1[CH2:40][CH2:39][NH:38][S:26]([NH:29][C:30](=[O:31])[O:24][CH2:23][CH2:22][CH2:21][C:11]1[CH:12]=[CH:13][C:14]([O:16][CH2:17][CH2:18][O:19][CH3:20])=[CH:15][C:10]=1[O:9][C:3]1[C:2]([Cl:1])=[CH:7][C:6]([Cl:8])=[CH:5][N:4]=1)(=[O:28])=[O:27]. The catalyst class is: 93. (2) Reactant: [Br:1][C:2]1[CH:7]=[C:6]([F:8])[CH:5]=[CH:4][C:3]=1[C@H:9]1[C:14]([C:15]([O:17][CH2:18][CH3:19])=[O:16])=[C:13]([CH2:20]Br)[NH:12][C:11]([C:22]2[S:23][CH:24]=[CH:25][N:26]=2)=[N:10]1.FC(F)(F)C(O)=O.[F:34][C:35]1([F:43])[CH2:39][NH:38][C@H:37]([C:40]([OH:42])=[O:41])[CH2:36]1.C(=O)([O-])[O-].[K+].[K+]. Product: [Br:1][C:2]1[CH:7]=[C:6]([F:8])[CH:5]=[CH:4][C:3]=1[C@@H:9]1[N:10]=[C:11]([C:22]2[S:23][CH:24]=[CH:25][N:26]=2)[NH:12][C:13]([CH2:20][N:38]2[CH2:39][C:35]([F:43])([F:34])[CH2:36][C@H:37]2[C:40]([OH:42])=[O:41])=[C:14]1[C:15]([O:17][CH2:18][CH3:19])=[O:16]. The catalyst class is: 8. (3) Reactant: C(OC(=O)[NH:7][C@H:8]1[CH2:14][O:13][C:12]2[CH:15]=[CH:16][CH:17]=[CH:18][C:11]=2[N:10]([CH3:19])[C:9]1=[O:20])(C)(C)C.[ClH:22]. Product: [ClH:22].[NH2:7][C@H:8]1[CH2:14][O:13][C:12]2[CH:15]=[CH:16][CH:17]=[CH:18][C:11]=2[N:10]([CH3:19])[C:9]1=[O:20]. The catalyst class is: 2.